From a dataset of Catalyst prediction with 721,799 reactions and 888 catalyst types from USPTO. Predict which catalyst facilitates the given reaction. (1) Reactant: [Cl:1][C:2]1[CH:7]=[CH:6][C:5]([CH2:8][C:9]([C:11]2[CH:16]=[C:15]([OH:17])[CH:14]=[CH:13][C:12]=2[OH:18])=[O:10])=[CH:4][C:3]=1[F:19].C1(C)C=CC(S([O-])(=O)=O)=CC=1.[NH+]1C=CC=CC=1.[O:37]1[CH:42]=[CH:41][CH2:40][CH2:39][CH2:38]1. Product: [Cl:1][C:2]1[CH:7]=[CH:6][C:5]([CH2:8][C:9]([C:11]2[CH:16]=[C:15]([O:17][CH:38]3[CH2:39][CH2:40][CH2:41][CH2:42][O:37]3)[CH:14]=[CH:13][C:12]=2[OH:18])=[O:10])=[CH:4][C:3]=1[F:19]. The catalyst class is: 2. (2) Reactant: C(NC(C)C)(C)C.[CH2:8]([Li])[CH2:9][CH2:10][CH3:11].[C:13]([O:17][C:18]([N:20]1[CH2:23][CH:22]([C:24]#[N:25])[CH2:21]1)=[O:19])([CH3:16])([CH3:15])[CH3:14].BrCC1CC1. Product: [C:24]([C:22]1([CH2:8][CH:9]2[CH2:11][CH2:10]2)[CH2:23][N:20]([C:18]([O:17][C:13]([CH3:16])([CH3:14])[CH3:15])=[O:19])[CH2:21]1)#[N:25]. The catalyst class is: 1. (3) Reactant: Cl[C:2]1[C:3]([NH2:8])=[CH:4][N:5]=[N:6][CH:7]=1.[F:9][C:10]1([F:22])[CH2:14][CH2:13][N:12]([CH2:15][CH:16]2[CH2:21][CH2:20][NH:19][CH2:18][CH2:17]2)[CH2:11]1. Product: [F:22][C:10]1([F:9])[CH2:14][CH2:13][N:12]([CH2:15][CH:16]2[CH2:21][CH2:20][N:19]([C:2]3[C:3]([NH2:8])=[CH:4][N:5]=[N:6][CH:7]=3)[CH2:18][CH2:17]2)[CH2:11]1. The catalyst class is: 37.